From a dataset of Forward reaction prediction with 1.9M reactions from USPTO patents (1976-2016). Predict the product of the given reaction. (1) Given the reactants [N:1]1([CH2:6][CH2:7][CH2:8][O:9][C:10]2[CH:15]=[CH:14][C:13]([C:16]3([C:22]([NH2:24])=[O:23])[CH2:21][CH2:20][O:19][CH2:18][CH2:17]3)=[CH:12][CH:11]=2)[CH2:5][CH2:4][CH2:3][CH2:2]1.CO[CH:27](OC)[N:28]([CH3:30])[CH3:29], predict the reaction product. The product is: [CH3:27][N:28]([CH:30]=[N:24][C:22]([C:16]1([C:13]2[CH:14]=[CH:15][C:10]([O:9][CH2:8][CH2:7][CH2:6][N:1]3[CH2:5][CH2:4][CH2:3][CH2:2]3)=[CH:11][CH:12]=2)[CH2:21][CH2:20][O:19][CH2:18][CH2:17]1)=[O:23])[CH3:29]. (2) Given the reactants [NH2:1][C:2]1[N:7]=[C:6]([NH:8][C:9]2[CH:24]=[CH:23][C:12]([O:13][C:14]3[CH:19]=[CH:18][N:17]=[C:16]([C:20]([OH:22])=O)[CH:15]=3)=[CH:11][CH:10]=2)[CH:5]=[C:4]([C:25]2[CH:30]=[CH:29][CH:28]=[CH:27][CH:26]=2)[N:3]=1.[CH3:31][NH:32][CH3:33], predict the reaction product. The product is: [NH2:1][C:2]1[N:7]=[C:6]([NH:8][C:9]2[CH:24]=[CH:23][C:12]([O:13][C:14]3[CH:19]=[CH:18][N:17]=[C:16]([C:20]([N:32]([CH3:33])[CH3:31])=[O:22])[CH:15]=3)=[CH:11][CH:10]=2)[CH:5]=[C:4]([C:25]2[CH:26]=[CH:27][CH:28]=[CH:29][CH:30]=2)[N:3]=1. (3) Given the reactants CC(C)([O-])C.[K+].[CH3:7][C:8]1[CH:13]=[C:12]([C:14]#[C:15][CH3:16])[CH:11]=[C:10]([CH3:17])[C:9]=1[CH2:18][C:19]([N:21]([CH3:34])[CH:22]([CH2:27][C:28]1[CH:33]=[CH:32][CH:31]=[CH:30][N:29]=1)[C:23]([O:25]C)=O)=[O:20], predict the reaction product. The product is: [CH3:7][C:8]1[CH:13]=[C:12]([C:14]#[C:15][CH3:16])[CH:11]=[C:10]([CH3:17])[C:9]=1[CH:18]1[C:23](=[O:25])[CH:22]([CH2:27][C:28]2[CH:33]=[CH:32][CH:31]=[CH:30][N:29]=2)[N:21]([CH3:34])[C:19]1=[O:20].